Dataset: Catalyst prediction with 721,799 reactions and 888 catalyst types from USPTO. Task: Predict which catalyst facilitates the given reaction. (1) Reactant: [CH3:1][O:2][C:3](=[O:10])[CH2:4][C:5]1[N:6]=[CH:7][NH:8][CH:9]=1.CCN(C(C)C)C(C)C.[CH3:20][Si:21]([CH2:24][CH2:25][O:26][CH2:27]Cl)([CH3:23])[CH3:22]. The catalyst class is: 3. Product: [CH3:1][O:2][C:3](=[O:10])[CH2:4][C:5]1[N:6]=[CH:7][N:8]([CH2:27][O:26][CH2:25][CH2:24][Si:21]([CH3:23])([CH3:22])[CH3:20])[CH:9]=1. (2) Reactant: [CH3:1][CH2:2][CH:3]([N:5]1[N:10]=[CH:9][N:8]([C:11]2[CH:12]=[CH:13][C:14]([N:17]3[CH2:22][CH2:21][N:20]([C:23]4[CH:24]=[CH:25][C:26]([O:29][CH2:30][C@@H:31]5[O:35][C@:34]([C:42]6[CH:43]=[CH:44][C:45]([Cl:49])=[CH:46][C:47]=6[Cl:48])([CH2:36][N:37]6[N:41]=[CH:40][N:39]=[CH:38]6)[O:33][CH2:32]5)=[CH:27][CH:28]=4)[CH2:19][CH2:18]3)=[CH:15][CH:16]=2)[C:6]1=[O:7])[CH3:4].[C:50]([O:59]CCl)(=[O:58])[CH2:51][CH2:52][CH2:53][CH2:54][CH2:55][CH2:56][CH3:57].[I-].[Na+]. Product: [CH3:1][CH2:2][CH:3]([N:5]1[N:10]=[CH:9][N:8]([C:11]2[CH:16]=[CH:15][C:14]([N:17]3[CH2:22][CH2:21][N:20]([C:23]4[CH:28]=[CH:27][C:26]([O:29][CH2:30][C@@H:31]5[O:35][C@:34]([C:42]6[CH:43]=[CH:44][C:45]([Cl:49])=[CH:46][C:47]=6[Cl:48])([CH2:36][N:37]6[N:41]=[CH:40][N:39]=[CH:38]6)[O:33][CH2:32]5)=[CH:25][CH:24]=4)[CH2:19][CH2:18]3)=[CH:13][CH:12]=2)[C:6]1=[O:7])[CH3:4].[CH2:1]=[C:51]([CH2:52][CH2:53][CH2:54][CH2:55][CH2:56][CH3:57])[C:50]([O-:59])=[O:58]. The catalyst class is: 10. (3) Reactant: C(N(CC)CC)C.Cl.[NH2:9][CH2:10][C:11]1[CH:19]=[CH:18][CH:17]=[C:16]2[C:12]=1[C:13](=[O:29])[N:14]([CH:21]1[CH2:26][CH2:25][C:24](=[O:27])[NH:23][C:22]1=[O:28])[C:15]2=[O:20].[Cl:30][CH2:31][C:32](Cl)=[O:33]. Product: [Cl:30][CH2:31][C:32]([NH:9][CH2:10][C:11]1[CH:19]=[CH:18][CH:17]=[C:16]2[C:12]=1[C:13](=[O:29])[N:14]([CH:21]1[CH2:26][CH2:25][C:24](=[O:27])[NH:23][C:22]1=[O:28])[C:15]2=[O:20])=[O:33]. The catalyst class is: 1. (4) Reactant: [C:1]([CH:4]1[C:8](=[O:9])[N:7]([CH3:10])[N:6]=[C:5]1[O:11][CH2:12][CH3:13])(=O)[CH3:2].Cl.[CH2:15]([O:22][NH2:23])[C:16]1[CH:21]=[CH:20][CH:19]=[CH:18][CH:17]=1.C(=O)(O)[O-].[Na+]. Product: [CH2:15]([O:22][N:23]=[C:1]([C:4]1[C:5]([O:11][CH2:12][CH3:13])=[N:6][N:7]([CH3:10])[C:8]=1[OH:9])[CH3:2])[C:16]1[CH:21]=[CH:20][CH:19]=[CH:18][CH:17]=1. The catalyst class is: 5. (5) Reactant: [Li]CCCC.C(NC(C)C)(C)C.[F:13][C:14]1[CH:15]=[C:16]([O:20][CH3:21])[CH:17]=[CH:18][CH:19]=1.CN(C)[CH:24]=[O:25]. Product: [F:13][C:14]1[CH:19]=[CH:18][CH:17]=[C:16]([O:20][CH3:21])[C:15]=1[CH:24]=[O:25]. The catalyst class is: 1. (6) Reactant: FC(F)(F)C(O)=O.[NH2:8][C:9]([NH:11][C:12]1[NH:13][C:14]2[C:19]([C:20]=1[C:21]([NH2:23])=[O:22])=[CH:18][CH:17]=[C:16]([C:24]1[N:25](C(OC(C)(C)C)=O)[CH:26]=[CH:27][CH:28]=1)[CH:15]=2)=[O:10].[OH-].[Na+].O. Product: [NH2:8][C:9]([NH:11][C:12]1[NH:13][C:14]2[C:19]([C:20]=1[C:21]([NH2:23])=[O:22])=[CH:18][CH:17]=[C:16]([C:24]1[NH:25][CH:26]=[CH:27][CH:28]=1)[CH:15]=2)=[O:10]. The catalyst class is: 4.